From a dataset of Reaction yield outcomes from USPTO patents with 853,638 reactions. Predict the reaction yield, written as a fraction of the theoretical maximum amount of product (1.0 means a 100% yield; for example, 0.34 means a 34% yield). The reactants are [CH2:1]([C:3]([C:21]1[CH:34]=[CH:33][C:24]([O:25][CH2:26][C@H:27]2[O:31][C:30](=[O:32])[CH2:29][CH2:28]2)=[C:23]([CH3:35])[CH:22]=1)([C:6]1[CH:11]=[CH:10][C:9]([CH2:12][S:13]([C:16]([CH3:19])([CH3:18])[CH3:17])(=[O:15])=[O:14])=[C:8]([CH3:20])[CH:7]=1)[CH2:4][CH3:5])[CH3:2].C[OH:37]. The catalyst is [OH-].[K+]. The product is [CH2:1]([C:3]([C:21]1[CH:34]=[CH:33][C:24]([O:25][CH2:26][C@@H:27]([OH:31])[CH2:28][CH2:29][C:30]([OH:37])=[O:32])=[C:23]([CH3:35])[CH:22]=1)([C:6]1[CH:11]=[CH:10][C:9]([CH2:12][S:13]([C:16]([CH3:18])([CH3:19])[CH3:17])(=[O:15])=[O:14])=[C:8]([CH3:20])[CH:7]=1)[CH2:4][CH3:5])[CH3:2]. The yield is 0.415.